Dataset: Full USPTO retrosynthesis dataset with 1.9M reactions from patents (1976-2016). Task: Predict the reactants needed to synthesize the given product. (1) Given the product [C:7]([C:3]1[C:2]([C:9]2[CH2:10][CH2:11][N:12]([CH2:29][C:30]([NH:32][C:33]3[CH:38]=[CH:37][C:36]([F:39])=[CH:35][CH:34]=3)=[O:31])[CH2:13][CH:14]=2)=[N:1][CH:6]=[CH:5][CH:4]=1)#[N:8], predict the reactants needed to synthesize it. The reactants are: [N:1]1[CH:6]=[CH:5][CH:4]=[C:3]([C:7]#[N:8])[C:2]=1[C:9]1[CH2:10][CH2:11][NH:12][CH2:13][CH:14]=1.ClCC(NC1C(C)=CC=CC=1C)=O.Cl[CH2:29][C:30]([NH:32][C:33]1[CH:38]=[CH:37][C:36]([F:39])=[CH:35][CH:34]=1)=[O:31]. (2) Given the product [OH:1][C@@H:2]([CH:21]([CH3:26])[CH2:22][C:23]#[C:24][CH3:25])/[CH:3]=[CH:4]/[C@H:5]1[CH2:9][CH2:8][C:7](=[O:10])[N:6]1[CH2:11][CH2:12][CH2:13][CH2:14][CH2:15][CH2:16][C:17]([OH:19])=[O:18], predict the reactants needed to synthesize it. The reactants are: [OH:1][C@@H:2]([CH:21]([CH3:26])[CH2:22][C:23]#[C:24][CH3:25])/[CH:3]=[CH:4]/[C@H:5]1[CH2:9][CH2:8][C:7](=[O:10])[N:6]1[CH2:11][CH2:12][CH2:13][CH2:14][CH2:15][CH2:16][C:17]([O:19]C)=[O:18].S([O-])(O)(=O)=O.[K+].[Cl-].[Na+].O. (3) Given the product [CH3:1][N:2]1[CH:7]2[CH2:8][CH2:9][CH:3]1[CH2:4][C:5](=[N:12][OH:13])[CH2:6]2, predict the reactants needed to synthesize it. The reactants are: [CH3:1][N:2]1[CH:7]2[CH2:8][CH2:9][CH:3]1[CH2:4][C:5](=O)[CH2:6]2.Cl.[NH2:12][OH:13]. (4) Given the product [OH:4][CH2:3][C@H:2]1[CH2:5][CH2:6][CH2:7][N:1]1[CH2:13][CH2:14][C:15]1[CH:20]=[CH:19][C:18]([N:21]2[CH2:25][CH2:24][CH2:23][CH2:22]2)=[CH:17][CH:16]=1, predict the reactants needed to synthesize it. The reactants are: [NH:1]1[CH2:7][CH2:6][CH2:5][C@@H:2]1[CH2:3][OH:4].S(O[CH2:13][CH2:14][C:15]1[CH:20]=[CH:19][C:18]([N:21]2[CH2:25][CH2:24][CH2:23][CH2:22]2)=[CH:17][CH:16]=1)(=O)(=O)C.C(=O)([O-])[O-].[Na+].[Na+]. (5) The reactants are: C(OC(=O)[NH:7][CH2:8][C:9]1[C:10]([CH2:37][CH:38]([CH3:40])[CH3:39])=[N:11][C:12]([CH3:36])=[C:13]([CH2:22][C:23](=[O:35])[N:24]2[CH2:33][CH2:32][N:31]3[CH:26]([CH2:27][O:28][CH2:29][C:30]3=[O:34])[CH2:25]2)[C:14]=1[C:15]1[CH:20]=[CH:19][C:18]([CH3:21])=[CH:17][CH:16]=1)(C)(C)C.C(OC(=O)C)C.[ClH:48]. Given the product [ClH:48].[ClH:48].[NH2:7][CH2:8][C:9]1[C:14]([C:15]2[CH:20]=[CH:19][C:18]([CH3:21])=[CH:17][CH:16]=2)=[C:13]([CH2:22][C:23]([N:24]2[CH2:33][CH2:32][N:31]3[CH:26]([CH2:27][O:28][CH2:29][C:30]3=[O:34])[CH2:25]2)=[O:35])[C:12]([CH3:36])=[N:11][C:10]=1[CH2:37][CH:38]([CH3:39])[CH3:40], predict the reactants needed to synthesize it. (6) Given the product [CH3:28][O:27][C:25]([C:20]1[C:19]([C:17]2[O:18][C:14]3[CH:13]=[CH:12][C:11]([CH2:10][C:9]([OH:30])=[O:8])=[CH:29][C:15]=3[CH:16]=2)=[CH:24][CH:23]=[CH:22][N:21]=1)=[O:26], predict the reactants needed to synthesize it. The reactants are: C([O:8][C:9](=[O:30])[CH2:10][C:11]1[CH:12]=[CH:13][C:14]2[O:18][C:17]([C:19]3[C:20]([C:25]([O:27][CH3:28])=[O:26])=[N:21][CH:22]=[CH:23][CH:24]=3)=[CH:16][C:15]=2[CH:29]=1)C1C=CC=CC=1. (7) Given the product [I:11][C:12]1[CH:19]=[CH:18][C:15]([CH2:16][O:1][C:2]([CH3:8])([CH3:7])[C:3]([OH:5])=[O:4])=[CH:14][CH:13]=1, predict the reactants needed to synthesize it. The reactants are: [OH:1][C:2]([CH3:8])([CH3:7])[C:3]([O:5]C)=[O:4].[H-].[Na+].[I:11][C:12]1[CH:19]=[CH:18][C:15]([CH2:16]Br)=[CH:14][CH:13]=1.[OH-].[K+]. (8) Given the product [F:1][C:2]1[CH:3]=[C:4]2[C:8](=[CH:9][CH:10]=1)[NH:7][C:6](=[O:11])[C:5]2=[C:37]1[C:38]2[C:34](=[CH:33][CH:32]=[C:31]([CH2:30][CH2:29][CH2:28][OH:27])[CH:39]=2)[CH2:35][O:36]1, predict the reactants needed to synthesize it. The reactants are: [F:1][C:2]1[CH:3]=[C:4]2[C:8](=[CH:9][CH:10]=1)[NH:7][C:6](=[O:11])[CH2:5]2.[Li+].C[Si]([N-][Si](C)(C)C)(C)C.C1COCC1.[OH:27][CH2:28][CH2:29][CH2:30][C:31]1[CH:39]=[C:38]2[C:34]([CH2:35][O:36][C:37]2=O)=[CH:33][CH:32]=1.